From a dataset of Reaction yield outcomes from USPTO patents with 853,638 reactions. Predict the reaction yield, written as a fraction of the theoretical maximum amount of product (1.0 means a 100% yield; for example, 0.34 means a 34% yield). (1) The reactants are [OH:1][N:2]=[C:3](Cl)[C:4]1[CH:9]=[CH:8][C:7]([CH3:10])=[CH:6][CH:5]=1.[Br:12][C:13]1[N:14]=[C:15]([C:34]#[CH:35])[C:16]([N:19]([C:27]([O:29][C:30]([CH3:33])([CH3:32])[CH3:31])=[O:28])[C:20](=[O:26])[O:21][C:22]([CH3:25])([CH3:24])[CH3:23])=[N:17][CH:18]=1.CCN(CC)CC. The catalyst is CN(C=O)C.C(OCC)(=O)C.O. The product is [Br:12][C:13]1[N:14]=[C:15]([C:34]2[O:1][N:2]=[C:3]([C:4]3[CH:9]=[CH:8][C:7]([CH3:10])=[CH:6][CH:5]=3)[CH:35]=2)[C:16]([N:19]([C:27]([O:29][C:30]([CH3:33])([CH3:32])[CH3:31])=[O:28])[C:20](=[O:26])[O:21][C:22]([CH3:24])([CH3:25])[CH3:23])=[N:17][CH:18]=1. The yield is 0.600. (2) The reactants are [F:1][C:2]1[CH:3]=[CH:4][C:5]([CH3:19])=[C:6]([C:8]2[CH:17]=[C:16]3[C:11]([CH:12]=[C:13](N)[N:14]=[CH:15]3)=[CH:10][CH:9]=2)[CH:7]=1.C(Cl)(Cl)[Cl:21].N(OC(C)(C)C)=O.C([O-])([O-])=O.[Na+].[Na+]. The catalyst is C(OCC)(=O)C. The product is [Cl:21][C:13]1[N:14]=[CH:15][C:16]2[C:11]([CH:12]=1)=[CH:10][CH:9]=[C:8]([C:6]1[CH:7]=[C:2]([F:1])[CH:3]=[CH:4][C:5]=1[CH3:19])[CH:17]=2. The yield is 0.360. (3) The reactants are [I:1]I.[CH2:3]([C:6]1[CH:11]=[C:10]([Sn](C)(C)C)[N:9]=[C:8]([C:16]#[N:17])[N:7]=1)[CH2:4][CH3:5]. The catalyst is C1COCC1.S([O-])([O-])(=O)=S.[Na+].[Na+]. The product is [I:1][C:10]1[CH:11]=[C:6]([CH2:3][CH2:4][CH3:5])[N:7]=[C:8]([C:16]#[N:17])[N:9]=1. The yield is 0.720. (4) The reactants are [Br:1][C:2]1[CH:6]=[N:5][N:4]([CH3:7])[C:3]=1[C:8]1[CH:9]=[C:10]([NH2:16])[CH:11]=[CH:12][C:13]=1[O:14][CH3:15].[C:17]1([C:26]2[CH:31]=[CH:30][CH:29]=[CH:28][CH:27]=2)[C:18]([N:23]=[C:24]=[O:25])=[CH:19][CH:20]=[CH:21][CH:22]=1. The catalyst is C(Cl)Cl. The product is [C:17]1([C:26]2[CH:31]=[CH:30][CH:29]=[CH:28][CH:27]=2)[CH:22]=[CH:21][CH:20]=[CH:19][C:18]=1[NH:23][C:24]([NH:16][C:10]1[CH:11]=[CH:12][C:13]([O:14][CH3:15])=[C:8]([C:3]2[N:4]([CH3:7])[N:5]=[CH:6][C:2]=2[Br:1])[CH:9]=1)=[O:25]. The yield is 0.510. (5) The reactants are Br[C:2]1[CH:3]=[C:4]([NH:8][C:9](=[O:18])[C:10]2[CH:15]=[CH:14][C:13]([O:16][CH3:17])=[CH:12][CH:11]=2)[CH:5]=[N:6][CH:7]=1.CC1(C)C(C)(C)[O:23][B:22](B2OC(C)(C)C(C)(C)O2)[O:21]1.C([O-])(=O)C.[K+]. The catalyst is O1CCOCC1.C(OCC)(=O)C.C1(P(C2C=CC=CC=2)[C-]2C=CC=C2)C=CC=CC=1.[C-]1(P(C2C=CC=CC=2)C2C=CC=CC=2)C=CC=C1.[Fe+2]. The product is [CH3:17][O:16][C:13]1[CH:14]=[CH:15][C:10]([C:9]([NH:8][C:4]2[CH:3]=[C:2]([B:22]([OH:23])[OH:21])[CH:7]=[N:6][CH:5]=2)=[O:18])=[CH:11][CH:12]=1. The yield is 1.00. (6) The reactants are [C:1]([C:3](=[C:7]([S:10][CH3:11])SC)[C:4]([NH2:6])=[O:5])#[N:2].[Cl:12][C:13]1[CH:14]=[C:15]([CH:17]=[CH:18][CH:19]=1)[NH2:16]. The catalyst is C(O)C. The product is [Cl:12][C:13]1[CH:14]=[C:15]([NH:16][C:7]([S:10][CH3:11])=[C:3]([C:1]#[N:2])[C:4]([NH2:6])=[O:5])[CH:17]=[CH:18][CH:19]=1. The yield is 0.570. (7) The reactants are [CH3:1][S:2]([C:5]1[CH:6]=[C:7]([C:11]2[CH:12]=[C:13]3[C:19]([C:20]4[CH:21]=[C:22]([CH2:26][CH2:27][NH:28]C(=O)OC(C)(C)C)[CH:23]=[CH:24][CH:25]=4)=[CH:18][NH:17][C:14]3=[N:15][CH:16]=2)[CH:8]=[CH:9][CH:10]=1)(=[O:4])=[O:3].FC(F)(F)C(O)=O. The catalyst is C(Cl)Cl. The product is [CH3:1][S:2]([C:5]1[CH:6]=[C:7]([C:11]2[CH:12]=[C:13]3[C:19]([C:20]4[CH:21]=[C:22]([CH2:26][CH2:27][NH2:28])[CH:23]=[CH:24][CH:25]=4)=[CH:18][NH:17][C:14]3=[N:15][CH:16]=2)[CH:8]=[CH:9][CH:10]=1)(=[O:3])=[O:4]. The yield is 0.980. (8) The product is [O:1]1[CH2:6][CH2:5][N:4]([C:7]2[N:12]=[C:11]([N:13]3[CH2:14][CH2:15][O:16][CH2:17][CH2:18]3)[N:10]=[C:9]([C:19]3[CH:20]=[CH:21][C:22]([NH:25][C:26]([NH:27][C:28]4[CH:29]=[CH:30][C:31]([C:32]([N:71]5[CH2:76][CH2:75][CH:74]([N:77]6[CH2:82][CH2:81][O:80][CH2:79][CH2:78]6)[CH2:73][CH2:72]5)=[O:34])=[CH:35][CH:36]=4)=[O:37])=[CH:23][CH:24]=3)[N:8]=2)[CH2:3][CH2:2]1. The catalyst is CN1C(=O)CCC1. The yield is 0.620. The reactants are [O:1]1[CH2:6][CH2:5][N:4]([C:7]2[N:12]=[C:11]([N:13]3[CH2:18][CH2:17][O:16][CH2:15][CH2:14]3)[N:10]=[C:9]([C:19]3[CH:24]=[CH:23][C:22]([NH:25][C:26](=[O:37])[NH:27][C:28]4[CH:36]=[CH:35][C:31]([C:32]([OH:34])=O)=[CH:30][CH:29]=4)=[CH:21][CH:20]=3)[N:8]=2)[CH2:3][CH2:2]1.CCN(C(C)C)C(C)C.CN(C(ON1N=NC2C=CC=CC1=2)=[N+](C)C)C.F[P-](F)(F)(F)(F)F.[NH:71]1[CH2:76][CH2:75][CH:74]([N:77]2[CH2:82][CH2:81][O:80][CH2:79][CH2:78]2)[CH2:73][CH2:72]1. (9) The reactants are Cl[C:2]1[C:11]2[C:6](=[CH:7][C:8]([O:14][CH2:15][CH2:16][CH2:17][N:18]3[CH2:22][CH2:21][CH2:20][CH2:19]3)=[C:9]([O:12][CH3:13])[CH:10]=2)[N:5]=[CH:4][N:3]=1.[OH:23][C:24]1[CH:25]=[CH:26][C:27]2[O:32][CH2:31][C:30](=[O:33])[NH:29][C:28]=2[CH:34]=1. No catalyst specified. The product is [CH3:13][O:12][C:9]1[CH:10]=[C:11]2[C:6](=[CH:7][C:8]=1[O:14][CH2:15][CH2:16][CH2:17][N:18]1[CH2:22][CH2:21][CH2:20][CH2:19]1)[N:5]=[CH:4][N:3]=[C:2]2[O:23][C:24]1[CH:25]=[CH:26][C:27]2[O:32][CH2:31][C:30](=[O:33])[NH:29][C:28]=2[CH:34]=1. The yield is 0.940.